Dataset: Peptide-MHC class I binding affinity with 185,985 pairs from IEDB/IMGT. Task: Regression. Given a peptide amino acid sequence and an MHC pseudo amino acid sequence, predict their binding affinity value. This is MHC class I binding data. (1) The peptide sequence is DVEKEKFVA. The MHC is HLA-A02:03 with pseudo-sequence HLA-A02:03. The binding affinity (normalized) is 0.0825. (2) The peptide sequence is AYQHALNEL. The MHC is HLA-A24:02 with pseudo-sequence HLA-A24:02. The binding affinity (normalized) is 0.511. (3) The peptide sequence is AIRSLVLQTL. The MHC is HLA-A01:01 with pseudo-sequence HLA-A01:01. The binding affinity (normalized) is 0.0172. (4) The peptide sequence is FMYIESIKV. The MHC is HLA-A02:01 with pseudo-sequence HLA-A02:01. The binding affinity (normalized) is 0.976. (5) The peptide sequence is PIFSDLLKY. The MHC is HLA-A68:01 with pseudo-sequence HLA-A68:01. The binding affinity (normalized) is 0.0280. (6) The peptide sequence is TPEGIIPSMF. The MHC is HLA-B58:01 with pseudo-sequence HLA-B58:01. The binding affinity (normalized) is 0.253.